Dataset: Forward reaction prediction with 1.9M reactions from USPTO patents (1976-2016). Task: Predict the product of the given reaction. (1) The product is: [CH3:36][S:37]([O:19][CH2:18][CH2:17][CH2:16][S:13]([C:9]1[CH:10]=[CH:11][CH:12]=[C:7]([O:6][C:5]2[CH:20]=[CH:21][C:2]([F:1])=[C:3]([C:22]3[C:31]4[C:26](=[C:27]([C:32]([F:35])([F:34])[F:33])[CH:28]=[CH:29][CH:30]=4)[N:25]=[CH:24][N:23]=3)[CH:4]=2)[CH:8]=1)(=[O:15])=[O:14])(=[O:39])=[O:38]. Given the reactants [F:1][C:2]1[CH:21]=[CH:20][C:5]([O:6][C:7]2[CH:8]=[C:9]([S:13]([CH2:16][CH2:17][CH2:18][OH:19])(=[O:15])=[O:14])[CH:10]=[CH:11][CH:12]=2)=[CH:4][C:3]=1[C:22]1[C:31]2[C:26](=[C:27]([C:32]([F:35])([F:34])[F:33])[CH:28]=[CH:29][CH:30]=2)[N:25]=[CH:24][N:23]=1.[CH3:36][S:37](Cl)(=[O:39])=[O:38].C(N(CC)CC)C, predict the reaction product. (2) Given the reactants [OH:1][C:2]1[CH:7]=[CH:6][C:5]([CH2:8][CH:9]([O:13][CH3:14])[C:10]([OH:12])=[O:11])=[CH:4][C:3]=1[O:15][CH3:16].[Si:17](Cl)([C:20]([CH3:23])([CH3:22])[CH3:21])([CH3:19])[CH3:18].N1C=CN=C1.O, predict the reaction product. The product is: [C:20]([Si:17]([CH3:19])([CH3:18])[O:1][C:2]1[CH:7]=[CH:6][C:5]([CH2:8][CH:9]([O:13][CH3:14])[C:10]([OH:12])=[O:11])=[CH:4][C:3]=1[O:15][CH3:16])([CH3:23])([CH3:22])[CH3:21]. (3) Given the reactants C([N:8]([C:18]1[C:23]([C:24]([O:26]C)=O)=[CH:22][C:21]([C:28]([O-:30])=[O:29])=[CH:20][CH:19]=1)[C:9]([NH:11][CH2:12][C:13]1[S:14][CH:15]=[CH:16][CH:17]=1)=[O:10])C1C=CC=CC=1.[CH3:31]S(C)=O, predict the reaction product. The product is: [O:10]=[C:9]1[N:11]([CH2:12][C:13]2[S:14][CH:15]=[CH:16][CH:17]=2)[C:24](=[O:26])[C:23]2[C:18](=[CH:19][CH:20]=[C:21]([C:28]([O:30][CH3:31])=[O:29])[CH:22]=2)[NH:8]1.